Dataset: Catalyst prediction with 721,799 reactions and 888 catalyst types from USPTO. Task: Predict which catalyst facilitates the given reaction. (1) Reactant: [NH2:1][C:2]1[C:3]([OH:17])=[C:4]([S:9]([N:12]([O:15][CH3:16])[CH2:13][CH3:14])(=[O:11])=[O:10])[C:5](Cl)=[CH:6][CH:7]=1. Product: [NH2:1][C:2]1[C:3]([OH:17])=[C:4]([S:9]([N:12]([CH2:13][CH3:14])[O:15][CH3:16])(=[O:10])=[O:11])[CH:5]=[CH:6][CH:7]=1. The catalyst class is: 50. (2) Reactant: [N+:1]([C:4]1[N:18]=[C:7]2[O:8][CH2:9][CH2:10][CH:11]([C:12]3[CH:17]=[CH:16][CH:15]=[CH:14][CH:13]=3)[N:6]2[N:5]=1)([O-])=O.[H][H]. Product: [C:12]1([CH:11]2[CH2:10][CH2:9][O:8][C:7]3=[N:18][C:4]([NH2:1])=[N:5][N:6]23)[CH:13]=[CH:14][CH:15]=[CH:16][CH:17]=1. The catalyst class is: 78. (3) Reactant: C([N-]C(C)C)(C)C.[Li+].[F:9][C:10]1[CH:15]=[CH:14][CH:13]=[CH:12][N:11]=1.[F:16][C:17]([F:24])([F:23])[C:18](OCC)=[O:19].[N+:25]([CH3:28])([O-:27])=[O:26].Cl. Product: [F:16][C:17]([F:24])([F:23])[C:18]([C:15]1[C:10]([F:9])=[N:11][CH:12]=[CH:13][CH:14]=1)([OH:19])[CH2:28][N+:25]([O-:27])=[O:26]. The catalyst class is: 7. (4) Reactant: Cl.[Br:2][C:3]1[CH:4]=[C:5]([CH:25]=[C:26]([Br:28])[CH:27]=1)[CH2:6][N:7]([CH3:24])[C:8]([CH:10]1[CH2:15][NH:14][CH2:13][CH2:12][N:11]1[C:16]1[CH:21]=[CH:20][C:19]([F:22])=[CH:18][C:17]=1[CH3:23])=[O:9]. Product: [Br:2][C:3]1[CH:4]=[C:5]([CH:25]=[C:26]([Br:28])[CH:27]=1)[CH2:6][N:7]([CH3:24])[C:8]([CH:10]1[CH2:15][NH:14][CH2:13][CH2:12][N:11]1[C:16]1[CH:21]=[CH:20][C:19]([F:22])=[CH:18][C:17]=1[CH3:23])=[O:9]. The catalyst class is: 662.